Dataset: Forward reaction prediction with 1.9M reactions from USPTO patents (1976-2016). Task: Predict the product of the given reaction. (1) Given the reactants Cl.[CH2:2]([O:5][C:6]([C@@H:8]1[CH2:13][C@@H:12]2[C@@H:10]([CH2:11]2)[N:9]1[C:14]([OH:16])=O)=[O:7])[CH:3]=[CH2:4].[C:17]([C:20]1[C:28]2[C:23](=[N:24][CH:25]=[CH:26][CH:27]=2)[N:22]([CH2:29]C(O)=O)[N:21]=1)(=[O:19])[CH3:18].CN(C(ON1N=NC2C=CC=CC1=2)=[N+](C)C)C.F[P-](F)(F)(F)(F)F.CCN(C(C)C)C(C)C, predict the reaction product. The product is: [CH2:2]([O:5][C:6]([C@@H:8]1[CH2:13][C@@H:12]2[C@@H:10]([CH2:11]2)[N:9]1[C:14](=[O:16])[CH2:29][N:22]1[C:23]2=[N:24][CH:25]=[CH:26][CH:27]=[C:28]2[C:20]([C:17](=[O:19])[CH3:18])=[N:21]1)=[O:7])[CH:3]=[CH2:4]. (2) Given the reactants [Cl:1][C:2]1[CH:6]([CH3:7])[CH2:5][N:4]([C:8]2[CH:9]=[N:10][CH:11]=[CH:12][CH:13]=2)[N:3]=1.[Mn]([O-])(=O)(=O)=[O:15].[Na+].[OH2:20], predict the reaction product. The product is: [Cl:1][C:2]1[C:6]([C:7]([OH:15])=[O:20])=[CH:5][N:4]([C:8]2[CH:9]=[N:10][CH:11]=[CH:12][CH:13]=2)[N:3]=1. (3) The product is: [OH:2][CH2:1][C:3]1[CH:4]=[C:5]2[C:10](=[C:11]([CH3:13])[CH:12]=1)[O:9][CH:8]([C:14]([F:16])([F:17])[F:15])[C:7]([C:18]([O:20][CH2:21][CH3:22])=[O:19])=[CH:6]2. Given the reactants [CH:1]([C:3]1[CH:4]=[C:5]2[C:10](=[C:11]([CH3:13])[CH:12]=1)[O:9][CH:8]([C:14]([F:17])([F:16])[F:15])[C:7]([C:18]([O:20][CH2:21][CH3:22])=[O:19])=[CH:6]2)=[O:2].[BH4-].[Na+].Cl, predict the reaction product. (4) Given the reactants Cl.[CH2:2]([O:4][C:5]([N:7]1[C:16]2[C:11](=[CH:12][C:13]([C:17]([F:20])([F:19])[F:18])=[CH:14][CH:15]=2)[CH2:10][CH2:9][C:8]1([NH:23][CH:24]1[N:29]([CH:30]([C:37]([F:40])([F:39])[F:38])[C:31]2[CH:36]=[CH:35][CH:34]=[CH:33][CH:32]=2)[CH2:28][C:27]([CH:53]([C:60]([F:63])([F:62])[F:61])[C:54]2[CH:59]=[CH:58][CH:57]=[CH:56][CH:55]=2)([O:41][CH2:42][CH2:43][CH2:44][CH2:45][C:46]([O:48]C(C)(C)C)=[O:47])[CH:26]=[N:25]1)[CH2:21][CH3:22])=[O:6])[CH3:3].O.C(OCC)(=O)C, predict the reaction product. The product is: [CH2:2]([O:4][C:5]([N:7]1[C:16]2[C:11](=[CH:12][C:13]([C:17]([F:19])([F:20])[F:18])=[CH:14][CH:15]=2)[CH2:10][CH2:9][C:8]1([NH:23][CH:24]1[N:29]([CH:30]([C:37]([F:40])([F:38])[F:39])[C:31]2[CH:36]=[CH:35][CH:34]=[CH:33][CH:32]=2)[CH2:28][C:27]([CH:53]([C:60]([F:61])([F:62])[F:63])[C:54]2[CH:55]=[CH:56][CH:57]=[CH:58][CH:59]=2)([O:41][CH2:42][CH2:43][CH2:44][CH2:45][C:46]([OH:48])=[O:47])[CH:26]=[N:25]1)[CH2:21][CH3:22])=[O:6])[CH3:3]. (5) Given the reactants [Cl-].[Al+3].[Cl-].[Cl-].[Cl:5][C:6]1[CH:7]=[CH:8][C:9]2[S:13][C:12](=[O:14])[NH:11][C:10]=2[CH:15]=1.[Br:16][CH2:17][C:18](Br)=[O:19], predict the reaction product. The product is: [Br:16][CH2:17][C:18]([C:7]1[C:6]([Cl:5])=[CH:15][C:10]2[NH:11][C:12](=[O:14])[S:13][C:9]=2[CH:8]=1)=[O:19].